The task is: Predict the reaction yield, written as a fraction of the theoretical maximum amount of product (1.0 means a 100% yield; for example, 0.34 means a 34% yield).. This data is from Reaction yield outcomes from USPTO patents with 853,638 reactions. (1) The reactants are [CH3:1][N:2]1[CH2:6][CH2:5][CH2:4][C@H:3]1[C:7]1[CH:8]=[C:9]([O:13][CH2:14][CH2:15][NH2:16])[CH:10]=[N:11][CH:12]=1.[C:17]1(=[S:22])[O:21][CH2:20][CH2:19][CH2:18]1.CO. The catalyst is O. The product is [SH:22][CH2:17][CH2:18][CH2:19][C:20]([NH:16][CH2:15][CH2:14][O:13][C:9]1[CH:10]=[N:11][CH:12]=[C:7]([C@@H:3]2[CH2:4][CH2:5][CH2:6][N:2]2[CH3:1])[CH:8]=1)=[O:21]. The yield is 0.430. (2) The reactants are C([Li])(C)(C)C.CCCCC.[Si:11]([O:18][CH2:19][CH2:20][CH2:21][N:22]1[CH2:27][CH2:26][CH2:25][CH2:24][C:23]1=[O:28])([C:14]([CH3:17])([CH3:16])[CH3:15])([CH3:13])[CH3:12].[Br-:29].[Br-].[Br-].C([N+](CCCC)(CCCC)CCCC)CCC.C([N+](CCCC)(CCCC)CCCC)CCC.C([N+](CCCC)(CCCC)CCCC)CCC. The catalyst is CCCCCC.O.O1CCCC1. The product is [Br:29][CH:24]1[CH2:25][CH2:26][CH2:27][N:22]([CH2:21][CH2:20][CH2:19][O:18][Si:11]([C:14]([CH3:16])([CH3:17])[CH3:15])([CH3:13])[CH3:12])[C:23]1=[O:28]. The yield is 0.100. (3) The reactants are N[C:2]1[S:3][C:4]([C:11]2[CH:16]=[CH:15][CH:14]=[CH:13][CH:12]=2)=[CH:5][C:6]=1[C:7]([O:9][CH3:10])=[O:8].S(=O)(=O)(O)O.N([O-])=O.[Na+].[I-:26].[K+]. The catalyst is C(#N)C.O.C(OCC)(=O)C. The product is [I:26][C:2]1[S:3][C:4]([C:11]2[CH:16]=[CH:15][CH:14]=[CH:13][CH:12]=2)=[CH:5][C:6]=1[C:7]([O:9][CH3:10])=[O:8]. The yield is 0.230. (4) The reactants are Cl[C:2]1[C:7]([N+:8]([O-:10])=[O:9])=[C:6]([NH:11][C:12](=[O:23])[C:13]2[C:18]([Cl:19])=[CH:17][C:16]([C:20]#[N:21])=[CH:15][C:14]=2[Cl:22])[CH:5]=[CH:4][N:3]=1.[CH3:24][C:25]1[N:30]=[C:29]([NH2:31])[CH:28]=[C:27]([CH3:32])[N:26]=1.C([O-])([O-])=O.[Cs+].[Cs+].C1(P(C2C=CC=CC=2)C2C3OC4C(=CC=CC=4P(C4C=CC=CC=4)C4C=CC=CC=4)C(C)(C)C=3C=CC=2)C=CC=CC=1. The catalyst is C1C=CC(/C=C/C(/C=C/C2C=CC=CC=2)=O)=CC=1.C1C=CC(/C=C/C(/C=C/C2C=CC=CC=2)=O)=CC=1.C1C=CC(/C=C/C(/C=C/C2C=CC=CC=2)=O)=CC=1.[Pd].[Pd].COCCOC.O1CCOCC1. The product is [Cl:22][C:14]1[CH:15]=[C:16]([C:20]#[N:21])[CH:17]=[C:18]([Cl:19])[C:13]=1[C:12]([NH:11][C:6]1[CH:5]=[CH:4][N:3]=[C:2]([NH:31][C:29]2[CH:28]=[C:27]([CH3:32])[N:26]=[C:25]([CH3:24])[N:30]=2)[C:7]=1[N+:8]([O-:10])=[O:9])=[O:23]. The yield is 0.0500.